Predict which catalyst facilitates the given reaction. From a dataset of Catalyst prediction with 721,799 reactions and 888 catalyst types from USPTO. (1) Reactant: Cl[C:2]1[CH:7]=[CH:6][N:5]=[C:4]([C:8]([O:10][CH:11]([CH3:13])[CH3:12])=[O:9])[CH:3]=1.[N+:14]([C:17]1[CH:22]=[CH:21][C:20]([OH:23])=[CH:19][CH:18]=1)([O-:16])=[O:15].C(OCC)(=O)C.[OH-].[Na+]. Product: [N+:14]([C:17]1[CH:22]=[CH:21][C:20]([O:23][C:2]2[CH:7]=[CH:6][N:5]=[C:4]([C:8]([O:10][CH:11]([CH3:13])[CH3:12])=[O:9])[CH:3]=2)=[CH:19][CH:18]=1)([O-:16])=[O:15]. The catalyst class is: 159. (2) Reactant: [CH3:1][O:2][C:3]1[CH:8]=[CH:7][C:6](B2OC(C)(C)C(C)(C)O2)=[CH:5][N:4]=1.B1([O-])O[O:19]1.O.O.O.O.[Na+]. Product: [CH3:1][O:2][C:3]1[N:4]=[CH:5][C:6]([OH:19])=[CH:7][CH:8]=1. The catalyst class is: 6. (3) Reactant: [CH3:1][S:2]([NH2:5])(=[O:4])=[O:3].[H-].[Na+].Cl[CH2:9][CH2:10][CH2:11][CH2:12][C:13]1[N:14]([CH3:27])[N:15]=[C:16]2[C:25]=1[C:24]1[CH:23]=[CH:22][CH:21]=[CH:20][C:19]=1[N:18]=[C:17]2[NH2:26].[I-].[Na+]. Product: [NH2:26][C:17]1[C:16]2=[N:15][N:14]([CH3:27])[C:13]([CH2:12][CH2:11][CH2:10][CH2:9][NH:5][S:2]([CH3:1])(=[O:4])=[O:3])=[C:25]2[C:24]2[CH:23]=[CH:22][CH:21]=[CH:20][C:19]=2[N:18]=1. The catalyst class is: 3. (4) Reactant: [NH2:1][CH:2]1[CH2:7][CH2:6][N:5]([CH2:8][C:9]2[CH:14]=[CH:13][CH:12]=[CH:11][CH:10]=2)[CH2:4][CH2:3]1.[CH3:15][C:16]([CH3:18])=O.C(O[BH-](OC(=O)C)OC(=O)C)(=O)C.[Na+]. Product: [CH2:8]([N:5]1[CH2:6][CH2:7][CH:2]([NH:1][CH:16]([CH3:18])[CH3:15])[CH2:3][CH2:4]1)[C:9]1[CH:14]=[CH:13][CH:12]=[CH:11][CH:10]=1. The catalyst class is: 5. (5) Reactant: [CH2:1]1[CH2:6][C@H:5]([C:7]([OH:9])=[O:8])[CH2:4][CH2:3][C@H:2]1[CH2:10][NH2:11].[CH3:12][C:13]([CH3:30])([CH3:29])[C:14]([O:16][CH2:17][O:18][C:19](ON1C(=O)CCC1=O)=[O:20])=[O:15]. Product: [CH3:12][C:13]([CH3:30])([CH3:29])[C:14]([O:16][CH2:17][O:18][C:19]([CH:10]([NH2:11])[C@H:2]1[CH2:3][CH2:4][C@H:5]([C:7]([OH:9])=[O:8])[CH2:6][CH2:1]1)=[O:20])=[O:15]. The catalyst class is: 761. (6) Reactant: [Si:1]([O:8][CH2:9][C:10]1[S:14][C:13]([CH:15]=[O:16])=[C:12]([CH2:17][CH3:18])[CH:11]=1)([C:4]([CH3:7])([CH3:6])[CH3:5])([CH3:3])[CH3:2].[BH4-].[Na+].O. Product: [Si:1]([O:8][CH2:9][C:10]1[S:14][C:13]([CH2:15][OH:16])=[C:12]([CH2:17][CH3:18])[CH:11]=1)([C:4]([CH3:7])([CH3:6])[CH3:5])([CH3:2])[CH3:3]. The catalyst class is: 5. (7) Reactant: Cl[CH2:2][CH2:3][O:4][CH2:5][CH2:6][O:7][CH:8]1[CH2:13][CH2:12][CH2:11][CH2:10][O:9]1.[N+:14]([C:17]1[CH:22]=[CH:21][C:20]([OH:23])=[CH:19][CH:18]=1)([O-:16])=[O:15].C(=O)([O-])[O-].[K+].[K+].O. Product: [N+:14]([C:17]1[CH:22]=[CH:21][C:20]([O:23][CH2:2][CH2:3][O:4][CH2:5][CH2:6][O:7][CH:8]2[CH2:13][CH2:12][CH2:11][CH2:10][O:9]2)=[CH:19][CH:18]=1)([O-:16])=[O:15]. The catalyst class is: 9. (8) Reactant: [NH2:1][C:2]1[N:11]=[C:10]([NH2:12])[C:9]([Cl:13])=[CH:8][C:3]=1[C:4]([O:6][CH3:7])=[O:5].Br[CH2:15][C:16](=O)[CH3:17].[I-].[Na+]. Product: [NH2:12][C:10]1[N:11]2[CH:15]=[C:16]([CH3:17])[N:1]=[C:2]2[C:3]([C:4]([O:6][CH3:7])=[O:5])=[CH:8][C:9]=1[Cl:13]. The catalyst class is: 5.